Dataset: Full USPTO retrosynthesis dataset with 1.9M reactions from patents (1976-2016). Task: Predict the reactants needed to synthesize the given product. (1) Given the product [CH3:1][O:2][CH2:3][CH2:4][N:5]1[CH:9]=[CH:8][C:7]([NH:10][C:11]([C:13]2[C:18]([NH:19][C:22]3[CH:27]=[CH:26][CH:25]=[C:24]([F:28])[CH:23]=3)=[CH:17][CH:16]=[C:15]([CH3:20])[N:14]=2)=[O:12])=[N:6]1, predict the reactants needed to synthesize it. The reactants are: [CH3:1][O:2][CH2:3][CH2:4][N:5]1[CH:9]=[CH:8][C:7]([NH:10][C:11]([C:13]2[C:18]([NH2:19])=[CH:17][CH:16]=[C:15]([CH3:20])[N:14]=2)=[O:12])=[N:6]1.Br[C:22]1[CH:27]=[CH:26][CH:25]=[C:24]([F:28])[CH:23]=1. (2) Given the product [CH3:39][O:38][C:37]1[C:32]2[NH:31][C:11](=[O:12])[CH:10]([NH:14][C:15](=[O:16])[O:17][CH2:18][C:19]3[CH:24]=[CH:23][CH:22]=[CH:21][CH:20]=3)[N:1]=[C:40]([C:42]3[CH:47]=[CH:46][CH:45]=[CH:44][CH:43]=3)[C:33]=2[CH:34]=[CH:35][CH:36]=1, predict the reactants needed to synthesize it. The reactants are: [N:1]1([CH:10]([NH:14][C:15]([O:17][CH2:18][C:19]2[CH:24]=[CH:23][CH:22]=[CH:21][CH:20]=2)=[O:16])[C:11](O)=[O:12])C2C=CC=CC=2N=N1.C(Cl)(=O)C(Cl)=O.[NH2:31][C:32]1[C:37]([O:38][CH3:39])=[CH:36][CH:35]=[CH:34][C:33]=1[C:40]([C:42]1[CH:47]=[CH:46][CH:45]=[CH:44][CH:43]=1)=O.C(N(CC)CC)C.N. (3) Given the product [C:1]([NH:9][C:10]1[C:19]2[C:14](=[CH:15][CH:16]=[CH:17][CH:18]=2)[C:13]([S:20]([Cl:26])(=[O:23])=[O:21])=[CH:12][CH:11]=1)(=[O:8])[C:2]1[CH:7]=[CH:6][CH:5]=[CH:4][CH:3]=1, predict the reactants needed to synthesize it. The reactants are: [C:1]([NH:9][C:10]1[C:19]2[C:14](=[CH:15][CH:16]=[CH:17][CH:18]=2)[C:13]([S:20]([OH:23])(=O)=[O:21])=[CH:12][CH:11]=1)(=[O:8])[C:2]1[CH:7]=[CH:6][CH:5]=[CH:4][CH:3]=1.S(Cl)([Cl:26])=O. (4) Given the product [CH2:28]([O:30][C:31](=[O:44])[CH:32]=[C:33]([N:23]1[C:24]2[C:20](=[CH:19][C:18]([O:17][CH2:16][CH2:15][C:11]3[CH:12]=[CH:13][CH:14]=[C:9]([N:7]([C:6]([O:5][C:1]([CH3:4])([CH3:2])[CH3:3])=[O:27])[CH3:8])[N:10]=3)=[CH:26][CH:25]=2)[CH:21]=[CH:22]1)[C:34]1[CH:35]=[N:36][C:37]2[C:42]([CH:43]=1)=[CH:41][CH:40]=[CH:39][CH:38]=2)[CH3:29], predict the reactants needed to synthesize it. The reactants are: [C:1]([O:5][C:6](=[O:27])[N:7]([C:9]1[CH:14]=[CH:13][CH:12]=[C:11]([CH2:15][CH2:16][O:17][C:18]2[CH:19]=[C:20]3[C:24](=[CH:25][CH:26]=2)[NH:23][CH:22]=[CH:21]3)[N:10]=1)[CH3:8])([CH3:4])([CH3:3])[CH3:2].[CH2:28]([O:30][C:31](=[O:44])[C:32]#[C:33][C:34]1[CH:35]=[N:36][C:37]2[C:42]([CH:43]=1)=[CH:41][CH:40]=[CH:39][CH:38]=2)[CH3:29]. (5) Given the product [CH3:5][N:6]([CH3:24])[CH2:7][CH2:8][O:9][CH:10]1[CH2:11][CH2:12][N:13]([C:16]([O:18][C:19]([CH3:21])([CH3:20])[CH3:22])=[O:17])[CH2:14][CH2:15]1, predict the reactants needed to synthesize it. The reactants are: B.CSC.[CH3:5][N:6]([CH3:24])[C:7](=O)[CH2:8][O:9][CH:10]1[CH2:15][CH2:14][N:13]([C:16]([O:18][C:19]([CH3:22])([CH3:21])[CH3:20])=[O:17])[CH2:12][CH2:11]1.O.C(=O)([O-])[O-].[Na+].[Na+]. (6) Given the product [NH2:8][C:9]1[S:13][C:12]([C:14]2[C:15]([F:21])=[CH:16][CH:17]=[CH:18][C:19]=2[F:20])=[N:11][C:10]=1[C:22]([NH:24][C:25]1[CH:26]=[N:27][N:28]([CH3:45])[C:29]=1[N:30]1[CH2:35][C@H:34]([F:36])[CH2:33][C@H:32]([NH2:37])[CH2:31]1)=[O:23], predict the reactants needed to synthesize it. The reactants are: C(OC([NH:8][C:9]1[S:13][C:12]([C:14]2[C:19]([F:20])=[CH:18][CH:17]=[CH:16][C:15]=2[F:21])=[N:11][C:10]=1[C:22]([NH:24][C:25]1[CH:26]=[N:27][N:28]([CH3:45])[C:29]=1[N:30]1[CH2:35][C@H:34]([F:36])[CH2:33][C@H:32]([NH:37]C(=O)OC(C)(C)C)[CH2:31]1)=[O:23])=O)(C)(C)C.N. (7) Given the product [F:1][C:2]1[CH:3]=[CH:4][C:5]([O:27][CH3:28])=[C:6]([C:8]2[CH:13]=[CH:12][N:11]=[C:10]3[N:14]([CH2:19][O:20][CH2:21][CH2:22][Si:23]([CH3:24])([CH3:26])[CH3:25])[C:15]([I:37])=[C:16]([C:17]#[N:18])[C:9]=23)[CH:7]=1, predict the reactants needed to synthesize it. The reactants are: [F:1][C:2]1[CH:3]=[CH:4][C:5]([O:27][CH3:28])=[C:6]([C:8]2[CH:13]=[CH:12][N:11]=[C:10]3[N:14]([CH2:19][O:20][CH2:21][CH2:22][Si:23]([CH3:26])([CH3:25])[CH3:24])[CH:15]=[C:16]([C:17]#[N:18])[C:9]=23)[CH:7]=1.C([N-]C(C)C)(C)C.[Li+].[I:37]I. (8) Given the product [CH2:1]([O:3][C:4]1[CH:5]=[C:6]2[C:11](=[C:12]3[CH2:16][C:15]([CH3:18])([CH3:17])[O:14][C:13]=13)[C:10]([C:19]1[CH:28]=[CH:27][C:22]([C:23]([OH:25])=[O:24])=[C:21]([NH:29][CH2:30][CH3:31])[CH:20]=1)=[N:9][C:8]([CH3:32])([CH3:33])[CH2:7]2)[CH3:2], predict the reactants needed to synthesize it. The reactants are: [CH2:1]([O:3][C:4]1[CH:5]=[C:6]2[C:11](=[C:12]3[CH2:16][C:15]([CH3:18])([CH3:17])[O:14][C:13]=13)[C:10]([C:19]1[CH:28]=[CH:27][C:22]([C:23]([O:25]C)=[O:24])=[C:21]([NH:29][CH2:30][CH3:31])[CH:20]=1)=[N:9][C:8]([CH3:33])([CH3:32])[CH2:7]2)[CH3:2].[OH-].[Na+]. (9) Given the product [CH3:19][N:1]1[C:2]2[C:7](=[CH:6][CH:5]=[CH:4][CH:3]=2)[C:9]([CH2:16][CH2:17][CH3:18])=[CH:10][C:11]1=[O:12], predict the reactants needed to synthesize it. The reactants are: [NH2:1][C:2]1[CH:7]=[CH:6][CH:5]=[CH:4][CH:3]=1.O=[C:9]([CH2:16][CH2:17][CH3:18])[CH2:10][C:11](OCC)=[O:12].[C:19]1(C)C=CC=CC=1.